From a dataset of Reaction yield outcomes from USPTO patents with 853,638 reactions. Predict the reaction yield, written as a fraction of the theoretical maximum amount of product (1.0 means a 100% yield; for example, 0.34 means a 34% yield). (1) The reactants are C[O:2][C:3](=O)[C:4]1[C:9]([O:10][CH3:11])=[CH:8][C:7]([O:12][CH3:13])=[N:6][C:5]=1[CH3:14].[OH-].[Li+].COC1C(C(O)=O)=C(C)[N:23]=C(OC)C=1.C(Cl)(=O)C(Cl)=O.Cl.COC1C(C(Cl)=O)=C(C)N=C(OC)C=1.[OH-].[NH4+]. The catalyst is O.CO.C1COCC1.ClCCl.CN(C=O)C. The product is [CH3:11][O:10][C:9]1[C:4]([C:3]([NH2:23])=[O:2])=[C:5]([CH3:14])[N:6]=[C:7]([O:12][CH3:13])[CH:8]=1. The yield is 0.520. (2) The reactants are Br[C:2]1[CH:3]=[C:4]([C:8]2([C:19]3[CH:24]=[CH:23][N:22]=[CH:21][CH:20]=3)[C:16]3[C:11](=[C:12]([F:17])[CH:13]=[CH:14][CH:15]=3)[C:10]([NH2:18])=[N:9]2)[CH:5]=[CH:6][CH:7]=1.[F:25][C:26]1[CH:27]=[N:28][CH:29]=[C:30](B2OC(C)(C)C(C)(C)O2)[CH:31]=1. No catalyst specified. The product is [F:17][C:12]1[CH:13]=[CH:14][CH:15]=[C:16]2[C:11]=1[C:10]([NH2:18])=[N:9][C:8]2([C:4]1[CH:5]=[CH:6][CH:7]=[C:2]([C:30]2[CH:29]=[N:28][CH:27]=[C:26]([F:25])[CH:31]=2)[CH:3]=1)[C:19]1[CH:24]=[CH:23][N:22]=[CH:21][CH:20]=1. The yield is 0.250. (3) The reactants are Br[C:2]1[CH:11]=[C:10]2[C:5]([CH:6]=[C:7]([NH:12][C:13]([CH:15]3[CH2:17][CH2:16]3)=[O:14])[N:8]=[CH:9]2)=[CH:4][CH:3]=1.N1C2C(=CC=C3C=2N=CC=C3)C=CC=1.C(=O)([O-])[O-].[Cs+].[Cs+].[CH2:38]([OH:41])[CH2:39][OH:40]. The catalyst is [Cu]I. The product is [OH:40][CH2:39][CH2:38][O:41][C:2]1[CH:11]=[C:10]2[C:5]([CH:6]=[C:7]([NH:12][C:13]([CH:15]3[CH2:17][CH2:16]3)=[O:14])[N:8]=[CH:9]2)=[CH:4][CH:3]=1. The yield is 0.143. (4) The reactants are [NH2:1][C:2]1[C:10]2[NH:9][C:8]3[CH2:11][CH2:12][N:13]([C:15]([O:17][C:18]([CH3:21])([CH3:20])[CH3:19])=[O:16])[CH2:14][C:7]=3[C:6]=2[CH:5]=[CH:4][CH:3]=1.[Cl:22][CH2:23][CH2:24][C:25](Cl)=[O:26].C(=O)(O)[O-].[Na+]. The catalyst is C1C=CC=CC=1.CN(C1C=CN=CC=1)C. The product is [Cl:22][CH2:23][CH2:24][C:25]([NH:1][C:2]1[C:10]2[NH:9][C:8]3[CH2:11][CH2:12][N:13]([C:15]([O:17][C:18]([CH3:21])([CH3:20])[CH3:19])=[O:16])[CH2:14][C:7]=3[C:6]=2[CH:5]=[CH:4][CH:3]=1)=[O:26]. The yield is 0.990. (5) The reactants are [CH3:1][N:2]([CH3:29])[C:3]1[CH:28]=[CH:27][C:6]([C:7]([C:9]2[CH:10]=[C:11]3[C:16](=[CH:17][CH:18]=2)[CH:15]=[C:14]([NH:19]C(=O)OC(C)(C)C)[CH:13]=[CH:12]3)=[O:8])=[CH:5][CH:4]=1. The catalyst is C(O)(C(F)(F)F)=O.ClCCl. The product is [NH2:19][C:14]1[CH:15]=[C:16]2[C:11](=[CH:12][CH:13]=1)[CH:10]=[C:9]([C:7]([C:6]1[CH:27]=[CH:28][C:3]([N:2]([CH3:29])[CH3:1])=[CH:4][CH:5]=1)=[O:8])[CH:18]=[CH:17]2. The yield is 0.960.